Dataset: HIV replication inhibition screening data with 41,000+ compounds from the AIDS Antiviral Screen. Task: Binary Classification. Given a drug SMILES string, predict its activity (active/inactive) in a high-throughput screening assay against a specified biological target. (1) The molecule is Cc1cccc(C=C(C#N)C(=O)c2ccccc2)c1. The result is 0 (inactive). (2) The drug is CCc1cccc(C(C)C)c1NC(=O)C(=O)C(Cc1nc2ccccc2nc1O)C(=O)OC. The result is 0 (inactive). (3) The drug is CCCCNc1cc(Nc2ccc(Br)cc2)nc(N)n1. The result is 0 (inactive). (4) The molecule is COC(=O)C(COC(=O)C=Cc1ccc(OC(C)=O)c(OC(C)=O)c1)NC(=O)C=Cc1ccc(OC(C)=O)c(OC(C)=O)c1. The result is 0 (inactive). (5) The molecule is O=C(NNCc1ccccc1O)c1ccccc1O. The result is 0 (inactive). (6) The drug is COc1ccc(C)c2c1NC(C)(C1(C)Nc3c(OC)ccc(C)c3C1=O)C2=O. The result is 0 (inactive).